This data is from TCR-epitope binding with 47,182 pairs between 192 epitopes and 23,139 TCRs. The task is: Binary Classification. Given a T-cell receptor sequence (or CDR3 region) and an epitope sequence, predict whether binding occurs between them. (1) The epitope is YEGNSPFHPL. The TCR CDR3 sequence is CASSDYQPGLAGSEQFF. Result: 0 (the TCR does not bind to the epitope). (2) The TCR CDR3 sequence is CASSPEGTGSYEQYF. The epitope is TPRVTGGGAM. Result: 1 (the TCR binds to the epitope). (3) The epitope is RILGAGCFV. The TCR CDR3 sequence is CASNTMSTDTQYF. Result: 0 (the TCR does not bind to the epitope). (4) The TCR CDR3 sequence is CASSTTGFTDTQYF. The epitope is LLWNGPMAV. Result: 1 (the TCR binds to the epitope).